From a dataset of Catalyst prediction with 721,799 reactions and 888 catalyst types from USPTO. Predict which catalyst facilitates the given reaction. (1) Reactant: Br[C:2]1[CH:3]=[N:4][C:5]([Cl:8])=[N:6][CH:7]=1.[C:9]1([CH3:18])[CH:14]=[CH:13][CH:12]=[CH:11][C:10]=1B(O)O.C([O-])([O-])=O.[Cs+].[Cs+]. Product: [Cl:8][C:5]1[N:4]=[CH:3][C:2]([C:10]2[CH:11]=[CH:12][CH:13]=[CH:14][C:9]=2[CH3:18])=[CH:7][N:6]=1. The catalyst class is: 70. (2) Reactant: [NH2:1][C:2]1[CH:7]=[CH:6][C:5]([C:8]2[CH:13]=[C:12]([NH:14][CH2:15][C:16]3[CH:21]=[CH:20][C:19]([Cl:22])=[CH:18][C:17]=3[Cl:23])[N:11]3[N:24]=[CH:25][CH:26]=[C:10]3[N:9]=2)=[CH:4][CH:3]=1.[Cl:27][CH2:28][CH2:29][CH2:30][S:31](Cl)(=[O:33])=[O:32].C(OCC)(=O)C. Product: [Cl:23][C:17]1[CH:18]=[C:19]([Cl:22])[CH:20]=[CH:21][C:16]=1[CH2:15][NH:14][C:12]1[N:11]2[N:24]=[CH:25][CH:26]=[C:10]2[N:9]=[C:8]([C:5]2[CH:6]=[CH:7][C:2]([NH:1][S:31]([CH2:30][CH2:29][CH2:28][Cl:27])(=[O:33])=[O:32])=[CH:3][CH:4]=2)[CH:13]=1. The catalyst class is: 1. (3) Reactant: [CH:1]([O:4][C:5]([N:7]1[CH2:12][CH2:11][CH:10]([CH:13]([O:15][C:16]2[CH:21]=[CH:20][C:19](B3OC(C)(C)C(C)(C)O3)=[CH:18][N:17]=2)[CH3:14])[CH2:9][CH2:8]1)=[O:6])([CH3:3])[CH3:2].[C:31]([O:35][C:36]([NH:38][C@H:39]([C:56]([N:58]1[CH2:62][CH2:61][CH2:60][C@H:59]1[C:63]#[N:64])=[O:57])[CH2:40][C:41]1[CH:46]=[CH:45][C:44](OS(C(F)(F)F)(=O)=O)=[CH:43][C:42]=1[F:55])=[O:37])([CH3:34])([CH3:33])[CH3:32].C(N(CC)CC)C. Product: [CH:1]([O:4][C:5]([N:7]1[CH2:8][CH2:9][CH:10]([C@@H:13]([O:15][C:16]2[CH:21]=[CH:20][C:19]([C:44]3[CH:45]=[CH:46][C:41]([CH2:40][CH:39]([NH:38][C:36]([O:35][C:31]([CH3:33])([CH3:32])[CH3:34])=[O:37])[C:56]([N:58]4[CH2:62][CH2:61][CH2:60][C@H:59]4[C:63]#[N:64])=[O:57])=[C:42]([F:55])[CH:43]=3)=[CH:18][N:17]=2)[CH3:14])[CH2:11][CH2:12]1)=[O:6])([CH3:2])[CH3:3]. The catalyst class is: 18. (4) Reactant: Cl[C:2]1[N:7]2[N:8]=[C:9]([C:11]([O:13][CH2:14][CH3:15])=[O:12])[N:10]=[C:6]2[CH:5]=[C:4]([C:16]2[CH:21]=[CH:20][C:19]([C:22]([F:25])([F:24])[F:23])=[CH:18][CH:17]=2)[N:3]=1.Cl.Cl.[NH2:28][C:29]1[C:34]([C:35]#[N:36])=[CH:33][CH:32]=[C:31]([NH:37][CH2:38][CH2:39][NH2:40])[N:30]=1.CCN(C(C)C)C(C)C. Product: [NH2:28][C:29]1[N:30]=[C:31]([NH:37][CH2:38][CH2:39][NH:40][C:2]2[N:7]3[N:8]=[C:9]([C:11]([O:13][CH2:14][CH3:15])=[O:12])[N:10]=[C:6]3[CH:5]=[C:4]([C:16]3[CH:21]=[CH:20][C:19]([C:22]([F:25])([F:24])[F:23])=[CH:18][CH:17]=3)[N:3]=2)[CH:32]=[CH:33][C:34]=1[C:35]#[N:36]. The catalyst class is: 16. (5) The catalyst class is: 1. Product: [F:76][C:47]([F:46])([F:77])[C:48]1[CH:49]=[C:50]([C:58]([CH3:74])([CH3:75])[C:59]([N:61]([C@H:62]2[C@H:66]([C:67]3[CH:72]=[CH:71][CH:70]=[CH:69][CH:68]=3)[CH2:65][N:64]([C:9]([CH:6]3[CH2:5][CH2:4][CH:3]([C:1]#[CH:2])[CH2:8][CH2:7]3)=[O:11])[CH2:63]2)[CH3:73])=[O:60])[CH:51]=[C:52]([C:54]([F:55])([F:56])[F:57])[CH:53]=1. Reactant: [C:1]([CH:3]1[CH2:8][CH2:7][CH:6]([C:9]([OH:11])=O)[CH2:5][CH2:4]1)#[CH:2].CCN(CC)CC.F[P-](F)(F)(F)(F)F.N1(O[P+](N(C)C)(N(C)C)N(C)C)C2C=CC=CC=2N=N1.[F:46][C:47]([F:77])([F:76])[C:48]1[CH:49]=[C:50]([C:58]([CH3:75])([CH3:74])[C:59]([N:61]([CH3:73])[C@H:62]2[C@H:66]([C:67]3[CH:72]=[CH:71][CH:70]=[CH:69][CH:68]=3)[CH2:65][NH:64][CH2:63]2)=[O:60])[CH:51]=[C:52]([C:54]([F:57])([F:56])[F:55])[CH:53]=1. (6) Reactant: [H-].[Na+].[Cl:3][C:4]1[CH:9]=[CH:8][C:7](/[CH:10]=[CH:11]/S(C2C=CC(C)=CC=2)(=O)=O)=[CH:6][CH:5]=1.[N+:22]([CH2:24][C:25]([O:27][CH2:28][CH3:29])=[O:26])#[C-:23].CCO. Product: [Cl:3][C:4]1[CH:5]=[CH:6][C:7]([C:10]2[CH:11]=[CH:23][NH:22][C:24]=2[C:25]([O:27][CH2:28][CH3:29])=[O:26])=[CH:8][CH:9]=1. The catalyst class is: 1.